Dataset: Peptide-MHC class II binding affinity with 134,281 pairs from IEDB. Task: Regression. Given a peptide amino acid sequence and an MHC pseudo amino acid sequence, predict their binding affinity value. This is MHC class II binding data. (1) The peptide sequence is RFFVWGDEVPLLTKF. The MHC is DRB1_0301 with pseudo-sequence DRB1_0301. The binding affinity (normalized) is 0.814. (2) The peptide sequence is YQNKVVKVQRPTPTG. The MHC is DRB1_0802 with pseudo-sequence DRB1_0802. The binding affinity (normalized) is 0.299. (3) The peptide sequence is IKRQGSTPLALMDLL. The MHC is DRB1_0101 with pseudo-sequence DRB1_0101. The binding affinity (normalized) is 0.528. (4) The peptide sequence is AGELELQFRRVKSKYPEGTK. The MHC is DRB1_1101 with pseudo-sequence DRB1_1101. The binding affinity (normalized) is 0.570. (5) The peptide sequence is AFKVWATAANAAPAN. The MHC is DRB1_1001 with pseudo-sequence DRB1_1001. The binding affinity (normalized) is 0.775. (6) The peptide sequence is GPATPAAPAAGYTPA. The MHC is HLA-DQA10501-DQB10301 with pseudo-sequence HLA-DQA10501-DQB10301. The binding affinity (normalized) is 0.795. (7) The peptide sequence is AETCPIFYDVFFAVA. The MHC is DRB1_1302 with pseudo-sequence DRB1_1302. The binding affinity (normalized) is 0.659. (8) The peptide sequence is FIRINNLKVKMAQED. The MHC is DRB1_0401 with pseudo-sequence DRB1_0401. The binding affinity (normalized) is 0.173. (9) The peptide sequence is DKWIALKESWGAIWR. The MHC is DRB1_0301 with pseudo-sequence DRB1_0301. The binding affinity (normalized) is 0.159. (10) The peptide sequence is LGGLWTAVSPHLSPL. The MHC is DRB4_0101 with pseudo-sequence DRB4_0103. The binding affinity (normalized) is 0.595.